This data is from Full USPTO retrosynthesis dataset with 1.9M reactions from patents (1976-2016). The task is: Predict the reactants needed to synthesize the given product. (1) Given the product [C:37]1([C:34]2[CH:35]=[CH:36][C:31]([C:13]3[CH:12]=[CH:11][CH:16]=[CH:15][C:14]=3[NH2:17])=[CH:32][CH:33]=2)[C:46]2[C:41](=[CH:42][CH:43]=[CH:44][CH:45]=2)[CH:40]=[CH:39][CH:38]=1, predict the reactants needed to synthesize it. The reactants are: C1([C:11]2[CH:16]=[CH:15][C:14]([NH:17]C3C=CC(C4C=CC=CC=4)=CC=3)=[CH:13][CH:12]=2)C2C(=CC=CC=2)C=CC=1.Br[C:31]1[CH:36]=[CH:35][C:34]([C:37]2[C:46]3[C:41](=[CH:42][CH:43]=[CH:44][CH:45]=3)[CH:40]=[CH:39][CH:38]=2)=[CH:33][CH:32]=1. (2) Given the product [CH:1]1([CH2:5][C:6]2[N:7]=[C:8]([CH2:11][OH:12])[S:9][CH:10]=2)[CH2:2][CH2:3][CH2:4]1, predict the reactants needed to synthesize it. The reactants are: [CH:1]1([CH2:5][C:6]2[N:7]=[C:8]([C:11](OCC)=[O:12])[S:9][CH:10]=2)[CH2:4][CH2:3][CH2:2]1.[BH4-].[Na+].O. (3) The reactants are: [CH3:1][O:2][C@@H:3]1[CH2:7][CH2:6][N:5]([C:8]([C:10]2[S:18][C:17]3[C:12](=[N:13][CH:14]=[CH:15][C:16]=3[O:19][C:20]3[CH:21]=[CH:22][C:23]4[C:27]([C:28]([OH:30])=O)=[C:26]([CH3:31])[S:25][C:24]=4[CH:32]=3)[CH:11]=2)=[O:9])[CH2:4]1.[NH2:33][CH2:34][CH:35]1[CH2:37][CH2:36]1.C(N(C(C)C)CC)(C)C.CN(C(ON1N=NC2C=CC=CC1=2)=[N+](C)C)C.F[P-](F)(F)(F)(F)F. Given the product [CH:35]1([CH2:34][NH:33][C:28]([C:27]2[C:23]3[CH:22]=[CH:21][C:20]([O:19][C:16]4[CH:15]=[CH:14][N:13]=[C:12]5[CH:11]=[C:10]([C:8]([N:5]6[CH2:6][CH2:7][C@@H:3]([O:2][CH3:1])[CH2:4]6)=[O:9])[S:18][C:17]=45)=[CH:32][C:24]=3[S:25][C:26]=2[CH3:31])=[O:30])[CH2:37][CH2:36]1, predict the reactants needed to synthesize it. (4) Given the product [I:1][C:2]1[CH:3]=[CH:4][C:5]([N:8]2[CH2:9][CH2:10][N:11]([C:17]([C:16]3[CH:20]=[C:21]([Cl:24])[CH:22]=[CH:23][C:15]=3[Cl:14])=[O:18])[CH2:12][CH2:13]2)=[N:6][CH:7]=1, predict the reactants needed to synthesize it. The reactants are: [I:1][C:2]1[CH:3]=[CH:4][C:5]([N:8]2[CH2:13][CH2:12][NH:11][CH2:10][CH2:9]2)=[N:6][CH:7]=1.[Cl:14][C:15]1[CH:23]=[CH:22][C:21]([Cl:24])=[CH:20][C:16]=1[C:17](O)=[O:18].CCN=C=NCCCN(C)C.C1C=CC2N(O)N=NC=2C=1.C(N(CC)CC)C.IC1C=CC(N2CCN(C(C3C=CC=CC=3C(F)(F)F)=O)CC2)=NC=1. (5) Given the product [CH2:9]([CH:8]([O:32][C:29]1[CH:28]=[CH:27][C:26]([C:25]2[C:18]3=[N:17][S:16](=[O:33])(=[O:15])[CH2:21][CH2:20][N:19]3[CH:22]=[CH:23][CH:24]=2)=[CH:31][CH:30]=1)[CH2:11][CH3:12])[CH3:10], predict the reactants needed to synthesize it. The reactants are: C(=O)([O-])[O-].[K+].[K+].Br[CH:8]([CH2:11][CH3:12])[CH2:9][CH3:10].[I-].[Na+].[O:15]=[S:16]1(=[O:33])[CH2:21][CH2:20][N:19]2[CH:22]=[CH:23][CH:24]=[C:25]([C:26]3[CH:31]=[CH:30][C:29]([OH:32])=[CH:28][CH:27]=3)[C:18]2=[N:17]1.[OH-].[Na+]. (6) Given the product [CH3:30][S:31]([O:12][CH2:11][CH2:10][CH2:9][C@@H:8]([C:3]1[CH:4]=[CH:5][CH:6]=[CH:7][C:2]=1[Br:1])[NH:13][C:14]([O:15][C:16]([CH3:17])([CH3:19])[CH3:18])=[O:20])(=[O:33])=[O:32], predict the reactants needed to synthesize it. The reactants are: [Br:1][C:2]1[CH:7]=[CH:6][CH:5]=[CH:4][C:3]=1[C@@H:8]([NH:13][C:14](=[O:20])[O:15][C:16]([CH3:19])([CH3:18])[CH3:17])[CH2:9][CH2:10][CH2:11][OH:12].C(N(C(C)C)C(C)C)C.[CH3:30][S:31](Cl)(=[O:33])=[O:32].